Predict the reaction yield, written as a fraction of the theoretical maximum amount of product (1.0 means a 100% yield; for example, 0.34 means a 34% yield). From a dataset of Reaction yield outcomes from USPTO patents with 853,638 reactions. (1) The reactants are [CH2:1]([C:5]1[N:6]=[C:7]([CH3:27])[NH:8][C:9](=[O:26])[C:10]=1[CH2:11][C:12]1[CH:17]=[CH:16][C:15]([C:18]2[C:19]([C:24]#[N:25])=[CH:20][CH:21]=[CH:22][CH:23]=2)=[CH:14][CH:13]=1)[CH2:2][CH2:3][CH3:4].C(=O)([O-])[O-].[K+].[K+].Br.Br[CH2:36][C:37]1[CH:42]=[CH:41][CH:40]=[CH:39][N:38]=1.CN(C)C=O. The catalyst is C(OCC)(=O)C. The product is [CH2:1]([C:5]1[N:6]=[C:7]([CH3:27])[N:8]([CH2:36][C:37]2[CH:42]=[CH:41][CH:40]=[CH:39][N:38]=2)[C:9](=[O:26])[C:10]=1[CH2:11][C:12]1[CH:17]=[CH:16][C:15]([C:18]2[C:19]([C:24]#[N:25])=[CH:20][CH:21]=[CH:22][CH:23]=2)=[CH:14][CH:13]=1)[CH2:2][CH2:3][CH3:4]. The yield is 0.690. (2) The reactants are [NH2:1][N:2]1[CH2:7][CH2:6][CH2:5][CH2:4][CH2:3]1.[C:8]([O:12][CH3:13])(=[O:11])[CH:9]=[CH2:10]. The catalyst is CO. The product is [CH3:13][O:12][C:8](=[O:11])[CH2:9][CH2:10][NH:1][N:2]1[CH2:7][CH2:6][CH2:5][CH2:4][CH2:3]1. The yield is 0.430. (3) The reactants are [N:1]1[CH:6]=[CH:5][CH:4]=[C:3]([NH:7][C:8]([C:10]2[CH:11]=[CH:12][C:13]3[N:17]=[C:16](C(OC)(OC)OC)[N:15]([CH2:25][CH2:26][CH2:27][NH:28][C:29](=[O:35])OC(C)(C)C)[C:14]=3[CH:36]=2)=[O:9])[CH:2]=1.Cl.C(N(CC)CC)C. The catalyst is CO.C(Cl)Cl. The product is [O:35]=[C:29]1[C:16]2=[N:17][C:13]3[CH:12]=[CH:11][C:10]([C:8]([NH:7][C:3]4[CH:2]=[N:1][CH:6]=[CH:5][CH:4]=4)=[O:9])=[CH:36][C:14]=3[N:15]2[CH2:25][CH2:26][CH2:27][NH:28]1. The yield is 0.220. (4) The reactants are Cl[C@@H]1CCNC1=O.[NH2:8][CH2:9][CH2:10][C@@H:11](Cl)[C:12]([OH:14])=[O:13].[OH-].[Na+].O.O.O.O.O.O.O.O.[OH-].[Ba+2].[OH-].N1CC[C@H]1C(O)=O.Cl.C(=O)([O-])[O-].[Na+].[Na+].[C:43](O[C:43]([O:45][C:46]([CH3:49])([CH3:48])[CH3:47])=[O:44])([O:45][C:46]([CH3:49])([CH3:48])[CH3:47])=[O:44]. The catalyst is S(=O)(=O)(O)O. The product is [C:46]([O:45][C:43]([N:8]1[CH2:9][CH2:10][C@H:11]1[C:12]([OH:14])=[O:13])=[O:44])([CH3:49])([CH3:48])[CH3:47]. The yield is 0.332. (5) The reactants are [F:1][C:2]1[CH:3]=[C:4]2[C:9](=[CH:10][C:11]=1[F:12])[N:8]=[CH:7][C:6](/[CH:13]=[CH:14]/[C:15](=[O:30])[CH2:16][CH2:17][CH2:18][CH2:19][C:20]1[CH:29]=[CH:28][C:27]3[CH2:26][CH2:25][CH2:24][NH:23][C:22]=3[N:21]=1)=[CH:5]2.[H-].[H-].[H-].[H-].[Li+].[Al+3].O.[OH-].[Na+]. The catalyst is C1COCC1. The product is [F:1][C:2]1[CH:3]=[C:4]2[C:9](=[CH:10][C:11]=1[F:12])[N:8]=[CH:7][C:6](/[CH:13]=[CH:14]/[CH:15]([OH:30])[CH2:16][CH2:17][CH2:18][CH2:19][C:20]1[CH:29]=[CH:28][C:27]3[CH2:26][CH2:25][CH2:24][NH:23][C:22]=3[N:21]=1)=[CH:5]2. The yield is 0.750. (6) The reactants are [C:1]([O:5][C:6]([N:8]1[CH2:12][CH2:11][C:10](=[O:13])[CH2:9]1)=[O:7])([CH3:4])([CH3:3])[CH3:2].[Cl:14][C:15]1[CH:20]=[CH:19][C:18]([Mg]Br)=[CH:17][CH:16]=1. The catalyst is C1COCC1. The product is [C:1]([O:5][C:6]([N:8]1[CH2:12][CH2:11][C:10]([C:18]2[CH:19]=[CH:20][C:15]([Cl:14])=[CH:16][CH:17]=2)([OH:13])[CH2:9]1)=[O:7])([CH3:4])([CH3:2])[CH3:3]. The yield is 0.600. (7) The reactants are [CH3:1][O:2][C:3]([C:5]1[S:6][C:7]([C:26]2[CH2:31][CH2:30][CH2:29][CH2:28][CH:27]=2)=[CH:8][C:9]=1[N:10]([C:17]([C@H:19]1[CH2:24][CH2:23][C@H:22]([CH3:25])[CH2:21][CH2:20]1)=[O:18])[CH:11]1[CH2:16][CH2:15][NH:14][CH2:13][CH2:12]1)=[O:4].ClCCCl.[CH:36](OCC)=[O:37]. No catalyst specified. The product is [CH3:1][O:2][C:3]([C:5]1[S:6][C:7]([C:26]2[CH2:31][CH2:30][CH2:29][CH2:28][CH:27]=2)=[CH:8][C:9]=1[N:10]([CH:11]1[CH2:16][CH2:15][N:14]([CH:36]=[O:37])[CH2:13][CH2:12]1)[C:17]([C@H:19]1[CH2:24][CH2:23][C@H:22]([CH3:25])[CH2:21][CH2:20]1)=[O:18])=[O:4]. The yield is 0.410.